Dataset: Full USPTO retrosynthesis dataset with 1.9M reactions from patents (1976-2016). Task: Predict the reactants needed to synthesize the given product. Given the product [CH2:24]([O:23][C:19]1[C:17]2[O:18][C@@H:13]([CH2:12][NH:41][C@H:38]3[CH2:39][CH2:40][C@H:36]([C:30]4[C:29]5[C:33](=[CH:34][CH:35]=[C:27]([F:26])[CH:28]=5)[NH:32][CH:31]=4)[CH2:37]3)[CH2:14][O:15][C:16]=2[CH:22]=[CH:21][CH:20]=1)[CH3:25], predict the reactants needed to synthesize it. The reactants are: CC1C=CC(S(O[CH2:12][C@@H:13]2[O:18][C:17]3[C:19]([O:23][CH2:24][CH3:25])=[CH:20][CH:21]=[CH:22][C:16]=3[O:15][CH2:14]2)(=O)=O)=CC=1.[F:26][C:27]1[CH:28]=[C:29]2[C:33](=[CH:34][CH:35]=1)[NH:32][CH:31]=[C:30]2[C@H:36]1[CH2:40][CH2:39][C@H:38]([NH2:41])[CH2:37]1.